From a dataset of Catalyst prediction with 721,799 reactions and 888 catalyst types from USPTO. Predict which catalyst facilitates the given reaction. Reactant: [CH3:1][C:2]1[N:10]([CH2:11][C:12]2[CH:17]=[CH:16][C:15](/[CH:18]=[CH:19]/[CH2:20][O:21][C@H:22]([CH3:31])[C:23](N3CCOCC3)=[O:24])=[CH:14][CH:13]=2)[C:5]2=[N:6][CH:7]=[CH:8][CH:9]=[C:4]2[C:3]=1[C:32]([C:34]1[CH:39]=[CH:38][C:37]([CH3:40])=[CH:36][CH:35]=1)=[O:33].C1C[O:44]CC1.[OH-].[Li+]. Product: [CH3:1][C:2]1[N:10]([CH2:11][C:12]2[CH:13]=[CH:14][C:15](/[CH:18]=[CH:19]/[CH2:20][O:21][C@H:22]([CH3:31])[C:23]([OH:44])=[O:24])=[CH:16][CH:17]=2)[C:5]2=[N:6][CH:7]=[CH:8][CH:9]=[C:4]2[C:3]=1[C:32](=[O:33])[C:34]1[CH:39]=[CH:38][C:37]([CH3:40])=[CH:36][CH:35]=1. The catalyst class is: 24.